From a dataset of Catalyst prediction with 721,799 reactions and 888 catalyst types from USPTO. Predict which catalyst facilitates the given reaction. Reactant: Cl.C(OC([N:9]1[CH2:13][CH:12]([C:14]2[CH:19]=[C:18]([C:20]3[CH:25]=[CH:24][C:23]([O:26][CH:27]([CH3:29])[CH3:28])=[C:22]([Cl:30])[CH:21]=3)[N:17]=[CH:16][N:15]=2)[CH2:11][CH:10]1[C:31]([OH:33])=[O:32])=O)(C)(C)C. Product: [Cl:30][C:22]1[CH:21]=[C:20]([C:18]2[N:17]=[CH:16][N:15]=[C:14]([CH:12]3[CH2:13][NH:9][CH:10]([C:31]([OH:33])=[O:32])[CH2:11]3)[CH:19]=2)[CH:25]=[CH:24][C:23]=1[O:26][CH:27]([CH3:29])[CH3:28]. The catalyst class is: 27.